This data is from Full USPTO retrosynthesis dataset with 1.9M reactions from patents (1976-2016). The task is: Predict the reactants needed to synthesize the given product. (1) The reactants are: C(O)C.O.NN.[CH3:7][N:8]1[C:14](=[O:15])[CH2:13][CH2:12][C:11]([CH3:17])([CH3:16])[C:10]2[CH:18]=[C:19]([N+:22]([O-])=O)[CH:20]=[CH:21][C:9]1=2. Given the product [NH2:22][C:19]1[CH:20]=[CH:21][C:9]2[N:8]([CH3:7])[C:14](=[O:15])[CH2:13][CH2:12][C:11]([CH3:17])([CH3:16])[C:10]=2[CH:18]=1, predict the reactants needed to synthesize it. (2) Given the product [CH3:1][O:2][C:3]1[CH:11]=[C:10]2[C:6](=[CH:5][CH:4]=1)[C@H:7]([C@H:12]([CH2:16][CH3:17])[C:13]([OH:15])=[O:14])[CH2:8][CH2:9]2, predict the reactants needed to synthesize it. The reactants are: [CH3:1][O:2][C:3]1[CH:11]=[C:10]2[C:6]([C:7]([C@H:12]([CH2:16][CH3:17])[C:13]([OH:15])=[O:14])=[CH:8][CH2:9]2)=[CH:5][CH:4]=1.CCN(CC)CC. (3) Given the product [C:13]1([CH3:16])[CH:12]=[CH:11][C:10]([C:8]2[N:9]=[C:4]3[CH2:3][CH:2]([OH:1])[CH2:25][NH:24][C:5]3=[N:6][C:7]=2[C:17]2[CH:22]=[CH:21][C:20]([CH3:23])=[CH:19][CH:18]=2)=[CH:15][CH:14]=1, predict the reactants needed to synthesize it. The reactants are: [OH:1][CH:2]1[CH2:25][N:24](C(OC(C)(C)C)=O)[C:5]2=[N:6][C:7]([C:17]3[CH:22]=[CH:21][C:20]([CH3:23])=[CH:19][CH:18]=3)=[C:8]([C:10]3[CH:15]=[CH:14][C:13]([CH3:16])=[CH:12][CH:11]=3)[N:9]=[C:4]2[CH2:3]1.C(O)(=O)CC(CC(O)=O)(C(O)=O)O. (4) Given the product [NH2:16][C:13]1[CH:14]=[CH:15][C:2]([Cl:1])=[C:3]([CH:12]=1)[C:4]([C:6]1[CH:11]=[CH:10][CH:9]=[CH:8][CH:7]=1)=[O:5], predict the reactants needed to synthesize it. The reactants are: [Cl:1][C:2]1[CH:15]=[CH:14][C:13]([N+:16]([O-])=O)=[CH:12][C:3]=1[C:4]([C:6]1[CH:11]=[CH:10][CH:9]=[CH:8][CH:7]=1)=[O:5].[Sn](Cl)Cl.C(O)C.C([O-])(O)=O.[Na+]. (5) Given the product [CH3:31][O:45][C:43](=[O:44])[C:42]1[CH:46]=[CH:47][C:39]([O:26][C:22]2[CH:21]=[C:20]([Cl:27])[C:19]([CH2:18][CH:15]3[CH2:16][CH2:17][N:13]([C@H:10]4[CH2:11][CH2:12][C@@H:7]([O:6][Si:5]([C:1]([CH3:2])([CH3:4])[CH3:3])([CH3:30])[CH3:29])[CH2:8][CH2:9]4)[C:14]3=[O:28])=[C:24]([Cl:25])[CH:23]=2)=[CH:40][CH:41]=1, predict the reactants needed to synthesize it. The reactants are: [C:1]([Si:5]([CH3:30])([CH3:29])[O:6][C@@H:7]1[CH2:12][CH2:11][C@H:10]([N:13]2[CH2:17][CH2:16][CH:15]([CH2:18][C:19]3[C:24]([Cl:25])=[CH:23][C:22]([OH:26])=[CH:21][C:20]=3[Cl:27])[C:14]2=[O:28])[CH2:9][CH2:8]1)([CH3:4])([CH3:3])[CH3:2].[C:31]([O-])([O-])=O.[Cs+].[Cs+].FC[C:39]1[CH:47]=[CH:46][C:42]([C:43]([O-:45])=[O:44])=[CH:41][CH:40]=1. (6) Given the product [Cl:1][C:2]1[N:10]=[C:9]2[C:5]([N:6]=[CH:7][NH:8]2)=[C:4]([NH:12][C:13]2[CH:27]=[CH:26][C:16]([C:17]([NH:19][C:20]3[CH:25]=[CH:24][CH:23]=[CH:22][CH:21]=3)=[O:18])=[CH:15][CH:14]=2)[N:3]=1, predict the reactants needed to synthesize it. The reactants are: [Cl:1][C:2]1[N:10]=[C:9]2[C:5]([NH:6][CH:7]=[N:8]2)=[C:4](Cl)[N:3]=1.[NH2:12][C:13]1[CH:27]=[CH:26][C:16]([C:17]([NH:19][C:20]2[CH:25]=[CH:24][CH:23]=[CH:22][CH:21]=2)=[O:18])=[CH:15][CH:14]=1. (7) Given the product [C:1]([N:5]1[CH:9]=[C:8]([C:10]2[NH:25][C:17](=[O:18])[C:16]3=[CH:15][N:14]([CH3:20])[N:13]=[C:12]3[CH:11]=2)[CH:7]=[N:6]1)([CH3:4])([CH3:3])[CH3:2], predict the reactants needed to synthesize it. The reactants are: [C:1]([N:5]1[CH:9]=[C:8]([C:10]2[O:18][C:17](=O)[C:16]3[C:12](=[N:13][N:14]([CH3:20])[CH:15]=3)[CH:11]=2)[CH:7]=[N:6]1)([CH3:4])([CH3:3])[CH3:2].C([O-])(=O)C.[NH4+:25]. (8) The reactants are: Br[CH2:2][C:3]([O:5][C:6]([CH3:9])([CH3:8])[CH3:7])=[O:4].[CH3:10][O:11][C:12]1[CH:31]=[CH:30][C:15]([CH2:16][NH:17][C:18]2[N:23]=[C:22]3[NH:24][CH:25]=[C:26]([C:27](=[O:29])[CH3:28])[C:21]3=[CH:20][CH:19]=2)=[CH:14][CH:13]=1.C(=O)([O-])[O-].[K+].[K+]. Given the product [C:6]([O:5][C:3](=[O:4])[CH2:2][N:24]1[C:22]2=[N:23][C:18]([NH:17][CH2:16][C:15]3[CH:14]=[CH:13][C:12]([O:11][CH3:10])=[CH:31][CH:30]=3)=[CH:19][CH:20]=[C:21]2[C:26]([C:27](=[O:29])[CH3:28])=[CH:25]1)([CH3:9])([CH3:8])[CH3:7], predict the reactants needed to synthesize it. (9) Given the product [O:3]1[CH:4]=[CH:5][CH:6]=[C:2]1[C:15]([C:17]1[CH2:24][CH:23]2[CH:19]([CH2:20][N:21]([C:25]([O:27][C:28]([CH3:31])([CH3:30])[CH3:29])=[O:26])[CH2:22]2)[CH:18]=1)=[O:16], predict the reactants needed to synthesize it. The reactants are: Br[C:2]1[O:3][CH:4]=[CH:5][CH:6]=1.[Li]CCCC.CON(C)[C:15]([C:17]1[CH2:24][CH:23]2[CH:19]([CH2:20][N:21]([C:25]([O:27][C:28]([CH3:31])([CH3:30])[CH3:29])=[O:26])[CH2:22]2)[CH:18]=1)=[O:16]. (10) Given the product [Cl:17][C:7]1[CH:8]=[C:9]2[C:4](=[CH:5][CH:6]=1)[N:3]([CH3:18])[C:2]([C:23]1[CH:24]=[CH:25][C:20]([F:19])=[CH:21][CH:22]=1)=[C:10]2[CH2:11][CH2:12][C:13]([O:15][CH3:16])=[O:14], predict the reactants needed to synthesize it. The reactants are: Br[C:2]1[N:3]([CH3:18])[C:4]2[C:9]([C:10]=1[CH2:11][CH2:12][C:13]([O:15][CH3:16])=[O:14])=[CH:8][C:7]([Cl:17])=[CH:6][CH:5]=2.[F:19][C:20]1[CH:25]=[CH:24][C:23](B(O)O)=[CH:22][CH:21]=1.C(=O)([O-])[O-].[K+].[K+].